This data is from NCI-60 drug combinations with 297,098 pairs across 59 cell lines. The task is: Regression. Given two drug SMILES strings and cell line genomic features, predict the synergy score measuring deviation from expected non-interaction effect. (1) Drug 1: CS(=O)(=O)C1=CC(=C(C=C1)C(=O)NC2=CC(=C(C=C2)Cl)C3=CC=CC=N3)Cl. Drug 2: CC1C(C(CC(O1)OC2CC(OC(C2O)C)OC3=CC4=CC5=C(C(=O)C(C(C5)C(C(=O)C(C(C)O)O)OC)OC6CC(C(C(O6)C)O)OC7CC(C(C(O7)C)O)OC8CC(C(C(O8)C)O)(C)O)C(=C4C(=C3C)O)O)O)O. Cell line: OVCAR-8. Synergy scores: CSS=10.6, Synergy_ZIP=29.6, Synergy_Bliss=29.7, Synergy_Loewe=31.3, Synergy_HSA=29.9. (2) Drug 1: C1=NC2=C(N1)C(=S)N=C(N2)N. Drug 2: CC1=C(C(=CC=C1)Cl)NC(=O)C2=CN=C(S2)NC3=CC(=NC(=N3)C)N4CCN(CC4)CCO. Cell line: CAKI-1. Synergy scores: CSS=76.7, Synergy_ZIP=-2.30, Synergy_Bliss=-1.82, Synergy_Loewe=2.35, Synergy_HSA=5.79. (3) Drug 1: C1CN(P(=O)(OC1)NCCCl)CCCl. Drug 2: CC1C(C(CC(O1)OC2CC(CC3=C2C(=C4C(=C3O)C(=O)C5=C(C4=O)C(=CC=C5)OC)O)(C(=O)CO)O)N)O.Cl. Cell line: SNB-19. Synergy scores: CSS=37.7, Synergy_ZIP=-2.80, Synergy_Bliss=-3.91, Synergy_Loewe=-9.10, Synergy_HSA=-0.413. (4) Synergy scores: CSS=29.5, Synergy_ZIP=-0.154, Synergy_Bliss=11.8, Synergy_Loewe=10.4, Synergy_HSA=9.87. Drug 2: C1CCC(CC1)NC(=O)N(CCCl)N=O. Drug 1: CC1=C(C=C(C=C1)NC2=NC=CC(=N2)N(C)C3=CC4=NN(C(=C4C=C3)C)C)S(=O)(=O)N.Cl. Cell line: OVCAR3. (5) Cell line: NCI-H522. Drug 1: CC(C1=C(C=CC(=C1Cl)F)Cl)OC2=C(N=CC(=C2)C3=CN(N=C3)C4CCNCC4)N. Drug 2: CN(C(=O)NC(C=O)C(C(C(CO)O)O)O)N=O. Synergy scores: CSS=-2.17, Synergy_ZIP=-1.79, Synergy_Bliss=-6.42, Synergy_Loewe=-6.92, Synergy_HSA=-6.91. (6) Drug 1: CC1CCC2CC(C(=CC=CC=CC(CC(C(=O)C(C(C(=CC(C(=O)CC(OC(=O)C3CCCCN3C(=O)C(=O)C1(O2)O)C(C)CC4CCC(C(C4)OC)OCCO)C)C)O)OC)C)C)C)OC. Drug 2: N.N.Cl[Pt+2]Cl. Cell line: CCRF-CEM. Synergy scores: CSS=57.4, Synergy_ZIP=2.51, Synergy_Bliss=3.42, Synergy_Loewe=-1.25, Synergy_HSA=6.32.